The task is: Predict the reactants needed to synthesize the given product.. This data is from Full USPTO retrosynthesis dataset with 1.9M reactions from patents (1976-2016). (1) Given the product [Br:1][C:2]1[CH:3]=[CH:4][C:5]([OH:11])=[C:6]([CH:10]=1)[C:7]([NH:16][C:15]1[CH:17]=[CH:18][C:19]([Cl:20])=[C:13]([Cl:12])[CH:14]=1)=[O:9], predict the reactants needed to synthesize it. The reactants are: [Br:1][C:2]1[CH:10]=[C:6]([C:7]([OH:9])=O)[C:5]([OH:11])=[CH:4][CH:3]=1.[Cl:12][C:13]1[CH:14]=[C:15]([CH:17]=[CH:18][C:19]=1[Cl:20])[NH2:16]. (2) Given the product [F:25][CH:21]([F:26])[O:1][C:2]1[C:7]([N+:8]([O-:10])=[O:9])=[CH:6][C:5]([S:11]([N:14]([CH3:16])[CH3:15])(=[O:12])=[O:13])=[C:4]([CH3:17])[CH:3]=1, predict the reactants needed to synthesize it. The reactants are: [OH:1][C:2]1[C:7]([N+:8]([O-:10])=[O:9])=[CH:6][C:5]([S:11]([N:14]([CH3:16])[CH3:15])(=[O:13])=[O:12])=[C:4]([CH3:17])[CH:3]=1.[OH-].[Na+].Cl[C:21]([F:26])([F:25])C(O)=O. (3) Given the product [F:18][C:13]1[CH:12]=[C:11]([NH:10][C:8]([C:3]2[C:4]([CH3:7])=[N:5][S:6][C:2]=2[NH:1][C:20]2[N:21]=[N:22][C:23]([C:26]([F:29])([F:28])[F:27])=[CH:24][CH:25]=2)=[O:9])[CH:16]=[CH:15][C:14]=1[F:17], predict the reactants needed to synthesize it. The reactants are: [NH2:1][C:2]1[S:6][N:5]=[C:4]([CH3:7])[C:3]=1[C:8]([NH:10][C:11]1[CH:16]=[CH:15][C:14]([F:17])=[C:13]([F:18])[CH:12]=1)=[O:9].Cl[C:20]1[N:21]=[N:22][C:23]([C:26]([F:29])([F:28])[F:27])=[CH:24][CH:25]=1.C(=O)([O-])[O-].[Cs+].[Cs+].CC1(C)C2C(=C(P(C3C=CC=CC=3)C3C=CC=CC=3)C=CC=2)OC2C(P(C3C=CC=CC=3)C3C=CC=CC=3)=CC=CC1=2. (4) Given the product [O:33]1[C:32]2[CH:31]=[CH:30][CH:29]=[C:26]([CH2:27][NH:1][C:4]3[C:5]4[CH:6]=[CH:7][C:8]([NH:22][CH2:21][C:19]5[O:20][C:16]([CH3:15])=[CH:17][CH:18]=5)=[N:9][C:10]=4[CH:11]=[CH:12][CH:13]=3)[C:25]=2[O:24][CH2:23]1, predict the reactants needed to synthesize it. The reactants are: [N+:1]([C:4]1[CH:13]=[CH:12][CH:11]=[C:10]2[C:5]=1[CH:6]=[CH:7][C:8](Cl)=[N:9]2)([O-])=O.[CH3:15][C:16]1[O:20][C:19]([CH2:21][NH2:22])=[CH:18][CH:17]=1.[CH2:23]1[O:33][C:32]2[C:25](=[C:26]([CH:29]=[CH:30][CH:31]=2)[CH:27]=O)[O:24]1. (5) Given the product [Cl:35][C:32]1[CH:31]=[CH:30][C:29]([CH2:28][CH:17]2[C:18](=[O:27])[C:19]([CH3:26])([CH3:22])[CH2:20][CH2:21]2)=[CH:34][CH:33]=1, predict the reactants needed to synthesize it. The reactants are: C([O-])(=O)C.[Na+].C(N(CC)CC)C.COC([C:17]1([CH2:28][C:29]2[CH:34]=[CH:33][C:32]([Cl:35])=[CH:31][CH:30]=2)[CH2:21][CH2:20][C:19]2([CH2:26]OCO[CH2:22]2)[C:18]1=[O:27])=O.C(O)(=O)C.O.C(=O)(O)[O-].[Na+]. (6) Given the product [CH3:14][N:13]([CH3:15])[C:10]1[CH:9]=[C:8]([O:16][CH3:17])[C:7]([B:22]([OH:23])[OH:21])=[CH:12][N:11]=1, predict the reactants needed to synthesize it. The reactants are: C([Li])CCC.Br[C:7]1[C:8]([O:16][CH3:17])=[CH:9][C:10]([N:13]([CH3:15])[CH3:14])=[N:11][CH:12]=1.C([O:21][B:22](OC(C)C)[O:23]C(C)C)(C)C.Cl. (7) The reactants are: [Cl:1]CC=O.O.[NH2:6][C:7]1[N:8]=[C:9]([Cl:22])[C:10]([C:14]2[CH:21]=[CH:20][C:17]([C:18]#[N:19])=[CH:16][CH:15]=2)=[N:11][C:12]=1Br.[CH:23](O)([CH3:25])C. Given the product [Cl:22][C:9]1[N:8]2[CH:23]=[CH:25][N:6]=[C:7]2[C:12]([Cl:1])=[N:11][C:10]=1[C:14]1[CH:21]=[CH:20][C:17]([C:18]#[N:19])=[CH:16][CH:15]=1, predict the reactants needed to synthesize it.